This data is from Full USPTO retrosynthesis dataset with 1.9M reactions from patents (1976-2016). The task is: Predict the reactants needed to synthesize the given product. (1) Given the product [N:14]1[C:13]2[NH:9][CH:10]=[CH:11][C:12]=2[C:17]([C:18]2[CH:19]=[N:20][N:21]([C:23]3([CH2:32][C:33]#[N:34])[CH2:24][N:25]([S:27]([CH2:30][CH3:31])(=[O:28])=[O:29])[CH2:26]3)[CH:22]=2)=[N:16][CH:15]=1, predict the reactants needed to synthesize it. The reactants are: C(OC[N:9]1[C:13]2[N:14]=[CH:15][N:16]=[C:17]([C:18]3[CH:19]=[N:20][N:21]([C:23]4([CH2:32][C:33]#[N:34])[CH2:26][N:25]([S:27]([CH2:30][CH3:31])(=[O:29])=[O:28])[CH2:24]4)[CH:22]=3)[C:12]=2[CH:11]=[CH:10]1)(=O)C(C)(C)C.[OH-].[Na+]. (2) The reactants are: [F:1][C:2]([F:26])([F:25])[O:3][C:4]1[CH:9]=[CH:8][C:7]([C:10]2[O:11][N:12]=[C:13]3[C:18]4[CH:19]=[CH:20][C:21]([CH:23]=C)=[CH:22][C:17]=4[CH2:16][CH2:15][C:14]=23)=[CH:6][CH:5]=1.I([O-])(=O)(=O)=[O:28].[Na+]. Given the product [F:26][C:2]([F:1])([F:25])[O:3][C:4]1[CH:5]=[CH:6][C:7]([C:10]2[O:11][N:12]=[C:13]3[C:18]4[CH:19]=[CH:20][C:21]([CH:23]=[O:28])=[CH:22][C:17]=4[CH2:16][CH2:15][C:14]=23)=[CH:8][CH:9]=1, predict the reactants needed to synthesize it. (3) Given the product [C:21]([O:20][C:19]([N:18]([C@H:12]1[CH2:11][CH2:10][CH2:9][C@H:8]([O:33][CH2:34][CH2:35][CH3:36])[C@@H:7]([O:6][C:5]2[CH:37]=[CH:38][C:2]([C:39]3[CH:44]=[CH:43][CH:42]=[CH:41][CH:40]=3)=[CH:3][CH:4]=2)[C@H:15]([CH3:16])[O:14][C:13]1=[O:17])[C:26](=[O:27])[O:28][C:29]([CH3:32])([CH3:31])[CH3:30])=[O:25])([CH3:24])([CH3:23])[CH3:22], predict the reactants needed to synthesize it. The reactants are: Br[C:2]1[CH:38]=[CH:37][C:5]([O:6][C@H:7]2[C@H:15]([CH3:16])[O:14][C:13](=[O:17])[C@@H:12]([N:18]([C:26]([O:28][C:29]([CH3:32])([CH3:31])[CH3:30])=[O:27])[C:19](=[O:25])[O:20][C:21]([CH3:24])([CH3:23])[CH3:22])[CH2:11][CH2:10][CH2:9][C@@H:8]2[O:33][CH2:34][CH2:35][CH3:36])=[CH:4][CH:3]=1.[C:39]1(B(O)O)[CH:44]=[CH:43][CH:42]=[CH:41][CH:40]=1.C([O-])([O-])=O.[Na+].[Na+]. (4) The reactants are: C(O)(C(F)(F)F)=O.[C:8]([C:12]1[CH:13]=[C:14]([NH:68][S:69]([CH3:72])(=[O:71])=[O:70])[C:15]([O:66][CH3:67])=[C:16]([NH:18][C:19](=[O:65])[NH:20][C:21]2[C:30]3[C:25](=[CH:26][CH:27]=[CH:28][CH:29]=3)[C:24]([O:31][C:32]3[CH:37]=[CH:36][N:35]=[C:34]([NH:38][C:39]4[CH:62]=[CH:61][C:42]([C:43]([NH:45][CH2:46][CH2:47][CH:48]5[CH2:53][CH2:52][N:51](C(OC(C)(C)C)=O)[CH2:50][CH2:49]5)=[O:44])=[C:41]([O:63][CH3:64])[CH:40]=4)[CH:33]=3)=[CH:23][CH:22]=2)[CH:17]=1)([CH3:11])([CH3:10])[CH3:9]. Given the product [C:8]([C:12]1[CH:13]=[C:14]([NH:68][S:69]([CH3:72])(=[O:71])=[O:70])[C:15]([O:66][CH3:67])=[C:16]([NH:18][C:19](=[O:65])[NH:20][C:21]2[C:30]3[C:25](=[CH:26][CH:27]=[CH:28][CH:29]=3)[C:24]([O:31][C:32]3[CH:37]=[CH:36][N:35]=[C:34]([NH:38][C:39]4[CH:62]=[CH:61][C:42]([C:43]([NH:45][CH2:46][CH2:47][CH:48]5[CH2:49][CH2:50][NH:51][CH2:52][CH2:53]5)=[O:44])=[C:41]([O:63][CH3:64])[CH:40]=4)[CH:33]=3)=[CH:23][CH:22]=2)[CH:17]=1)([CH3:11])([CH3:9])[CH3:10], predict the reactants needed to synthesize it.